Dataset: Merck oncology drug combination screen with 23,052 pairs across 39 cell lines. Task: Regression. Given two drug SMILES strings and cell line genomic features, predict the synergy score measuring deviation from expected non-interaction effect. (1) Drug 1: Cc1nc(Nc2ncc(C(=O)Nc3c(C)cccc3Cl)s2)cc(N2CCN(CCO)CC2)n1. Drug 2: Cn1c(=O)n(-c2ccc(C(C)(C)C#N)cc2)c2c3cc(-c4cnc5ccccc5c4)ccc3ncc21. Cell line: HT144. Synergy scores: synergy=17.9. (2) Synergy scores: synergy=15.6. Cell line: ZR751. Drug 2: CCC1(O)C(=O)OCc2c1cc1n(c2=O)Cc2cc3c(CN(C)C)c(O)ccc3nc2-1. Drug 1: CN1C(=O)C=CC2(C)C3CCC4(C)C(NC(=O)OCC(F)(F)F)CCC4C3CCC12. (3) Drug 1: Nc1ccn(C2OC(CO)C(O)C2(F)F)c(=O)n1. Drug 2: C=CCn1c(=O)c2cnc(Nc3ccc(N4CCN(C)CC4)cc3)nc2n1-c1cccc(C(C)(C)O)n1. Cell line: SW620. Synergy scores: synergy=17.4. (4) Drug 1: Cn1nnc2c(C(N)=O)ncn2c1=O. Synergy scores: synergy=19.2. Cell line: OV90. Drug 2: NC1(c2ccc(-c3nc4ccn5c(=O)[nH]nc5c4cc3-c3ccccc3)cc2)CCC1. (5) Drug 1: O=S1(=O)NC2(CN1CC(F)(F)F)C1CCC2Cc2cc(C=CCN3CCC(C(F)(F)F)CC3)ccc2C1. Drug 2: NC1(c2ccc(-c3nc4ccn5c(=O)[nH]nc5c4cc3-c3ccccc3)cc2)CCC1. Cell line: KPL1. Synergy scores: synergy=8.18. (6) Drug 1: Cn1c(=O)n(-c2ccc(C(C)(C)C#N)cc2)c2c3cc(-c4cnc5ccccc5c4)ccc3ncc21. Drug 2: CNC(=O)c1cc(Oc2ccc(NC(=O)Nc3ccc(Cl)c(C(F)(F)F)c3)cc2)ccn1. Cell line: SW837. Synergy scores: synergy=-0.790. (7) Drug 1: O=S1(=O)NC2(CN1CC(F)(F)F)C1CCC2Cc2cc(C=CCN3CCC(C(F)(F)F)CC3)ccc2C1. Drug 2: C#Cc1cccc(Nc2ncnc3cc(OCCOC)c(OCCOC)cc23)c1. Cell line: T47D. Synergy scores: synergy=19.7.